Dataset: Full USPTO retrosynthesis dataset with 1.9M reactions from patents (1976-2016). Task: Predict the reactants needed to synthesize the given product. (1) Given the product [CH3:11][C:9]1[CH:10]=[C:6]2[N:5]=[C:4]([NH:12][C:13](=[O:25])[C:14]3[CH:19]=[CH:18][C:17]([O:20][C:21]([F:24])([F:23])[F:22])=[CH:16][CH:15]=3)[CH:3]=[C:2]([N:27]3[CH2:32][CH2:31][CH:30]([NH:33][C:34]([NH2:36])=[O:35])[CH2:29][CH2:28]3)[N:7]2[N:8]=1, predict the reactants needed to synthesize it. The reactants are: Cl[C:2]1[N:7]2[N:8]=[C:9]([CH3:11])[CH:10]=[C:6]2[N:5]=[C:4]([NH:12][C:13](=[O:25])[C:14]2[CH:19]=[CH:18][C:17]([O:20][C:21]([F:24])([F:23])[F:22])=[CH:16][CH:15]=2)[CH:3]=1.Cl.[NH:27]1[CH2:32][CH2:31][CH:30]([NH:33][C:34]([NH2:36])=[O:35])[CH2:29][CH2:28]1.C(N(CC)C(C)C)(C)C. (2) Given the product [CH2:17]([O:1][C:2]1[C:9]([O:10][CH2:11][CH:21]=[CH2:22])=[CH:8][CH:7]=[CH:6][C:3]=1[CH:4]=[O:5])[CH:18]=[CH2:19], predict the reactants needed to synthesize it. The reactants are: [OH:1][C:2]1[C:9]([OH:10])=[CH:8][CH:7]=[CH:6][C:3]=1[CH:4]=[O:5].[C:11](=O)([O-])[O-].[K+].[K+].[CH2:17](Br)[CH:18]=[CH2:19].[C:21](#N)[CH3:22]. (3) The reactants are: FC(F)(F)C(O)=O.ClC1C(N[C@@H]2[C@@H]3C[C@@H](C=C3)[C@@H]2C(N)=O)=C2N=C(C3C=CC(CN4CCOCC4)=CC=3)NC2=NC=1.[NH2:42][C:43]1[C:48]([NH2:49])=[C:47]([NH:50][C@@H:51]2[C@@H:56]3[CH2:57][C@@H:53]([CH:54]=[CH:55]3)[C@@H:52]2[C:58]([NH2:60])=[O:59])[C:46]([Cl:61])=[CH:45][N:44]=1.[CH3:62][N:63]([CH3:74])[C:64]1[CH:71]=[CH:70][C:67]([CH:68]=O)=[C:66]([O:72][CH3:73])[CH:65]=1. Given the product [Cl:61][C:46]1[C:47]([NH:50][C@@H:51]2[C@@H:56]3[CH2:57][C@@H:53]([CH:54]=[CH:55]3)[C@@H:52]2[C:58]([NH2:60])=[O:59])=[C:48]2[N:49]=[C:68]([C:67]3[CH:70]=[CH:71][C:64]([N:63]([CH3:74])[CH3:62])=[CH:65][C:66]=3[O:72][CH3:73])[NH:42][C:43]2=[N:44][CH:45]=1, predict the reactants needed to synthesize it. (4) Given the product [CH3:11][C:8]([C:12]1[CH:13]=[CH:14][C:15]([B:18]2[O:22][C:21]([CH3:24])([CH3:23])[C:20]([CH3:26])([CH3:25])[O:19]2)=[CH:16][CH:17]=1)([CH3:7])[CH2:9][NH2:10], predict the reactants needed to synthesize it. The reactants are: [H-].[H-].[H-].[H-].[Li+].[Al+3].[CH3:7][C:8]([C:12]1[CH:17]=[CH:16][C:15]([B:18]2[O:22][C:21]([CH3:24])([CH3:23])[C:20]([CH3:26])([CH3:25])[O:19]2)=[CH:14][CH:13]=1)([CH3:11])[C:9]#[N:10].